The task is: Predict the reactants needed to synthesize the given product.. This data is from Full USPTO retrosynthesis dataset with 1.9M reactions from patents (1976-2016). The reactants are: [Br:1][C:2]1[CH:7]=[CH:6][C:5]([CH:8]2[NH:13][C:12](=[O:14])[CH2:11][CH2:10][C:9]2=[N:15]O)=[CH:4][CH:3]=1. Given the product [NH2:15][C@H:9]1[C@@H:8]([C:5]2[CH:6]=[CH:7][C:2]([Br:1])=[CH:3][CH:4]=2)[NH:13][C:12](=[O:14])[CH2:11][CH2:10]1, predict the reactants needed to synthesize it.